Dataset: Forward reaction prediction with 1.9M reactions from USPTO patents (1976-2016). Task: Predict the product of the given reaction. (1) Given the reactants Br[CH2:2][C:3]1[N:13]([CH2:14][C:15]([CH3:18])([CH3:17])[CH3:16])[C:6]2[N:7]=[C:8]([C:11]#[N:12])[N:9]=[CH:10][C:5]=2[CH:4]=1.[C:19]1([NH:25][C:26]([CH:28]2[CH2:33][CH2:32][NH:31][CH2:30][CH2:29]2)=[O:27])[CH:24]=[CH:23][CH:22]=[CH:21][CH:20]=1.C([O-])([O-])=O.[K+].[K+], predict the reaction product. The product is: [C:19]1([NH:25][C:26]([CH:28]2[CH2:29][CH2:30][N:31]([CH2:2][C:3]3[N:13]([CH2:14][C:15]([CH3:18])([CH3:17])[CH3:16])[C:6]4[N:7]=[C:8]([C:11]#[N:12])[N:9]=[CH:10][C:5]=4[CH:4]=3)[CH2:32][CH2:33]2)=[O:27])[CH:20]=[CH:21][CH:22]=[CH:23][CH:24]=1. (2) Given the reactants C([O:5][C:6](=[O:32])[C:7]1[CH:12]=[CH:11][C:10]([C:13]2[CH:17]([OH:18])[C:16]([C:23]3[CH:28]=[C:27]([Cl:29])[CH:26]=[C:25]([Cl:30])[CH:24]=3)([C:19]([F:22])([F:21])[F:20])[O:15][N:14]=2)=[CH:9][C:8]=1[CH3:31])(C)(C)C.FC(F)(F)C(O)=O, predict the reaction product. The product is: [Cl:30][C:25]1[CH:24]=[C:23]([C:16]2([C:19]([F:21])([F:20])[F:22])[O:15][N:14]=[C:13]([C:10]3[CH:11]=[CH:12][C:7]([C:6]([OH:32])=[O:5])=[C:8]([CH3:31])[CH:9]=3)[CH:17]2[OH:18])[CH:28]=[C:27]([Cl:29])[CH:26]=1. (3) The product is: [CH2:5]([C:10]1[C:9](=[O:15])[CH2:14][CH2:13][CH2:12][CH:11]=1)[CH2:6][CH3:7]. Given the reactants C(O)C.O1C[CH2:7][CH2:6][CH2:5]1.[C:9]1([O:15]C)[CH:14]=[CH:13][CH:12]=[CH:11][CH:10]=1.[Li], predict the reaction product. (4) Given the reactants [CH3:1][O:2][C:3]1[C:4]([N+:22]([O-])=O)=[C:5]2[C:10](=[CH:11][C:12]=1[O:13][CH3:14])[N:9]=[CH:8][N:7]=[C:6]2[NH:15][C:16]1[CH:21]=[CH:20][CH:19]=[CH:18][CH:17]=1.[NH4+].[Cl-], predict the reaction product. The product is: [CH3:1][O:2][C:3]1[C:12]([O:13][CH3:14])=[CH:11][C:10]2[N:9]=[CH:8][N:7]=[C:6]([NH:15][C:16]3[CH:17]=[CH:18][CH:19]=[CH:20][CH:21]=3)[C:5]=2[C:4]=1[NH2:22]. (5) The product is: [NH2:21][CH:18]1[CH2:19][CH2:20][N:15]([CH2:14][CH2:13][N:10]2[C:11]3[C:6](=[CH:5][CH:4]=[C:3]([C:1]#[N:2])[CH:12]=3)[CH:7]=[CH:8][C:9]2=[O:29])[CH2:16][CH2:17]1. Given the reactants [C:1]([C:3]1[CH:12]=[C:11]2[C:6]([CH:7]=[CH:8][C:9](=[O:29])[N:10]2[CH2:13][CH2:14][N:15]2[CH2:20][CH2:19][CH:18]([NH:21]C(=O)OC(C)(C)C)[CH2:17][CH2:16]2)=[CH:5][CH:4]=1)#[N:2].FC(F)(F)C(O)=O, predict the reaction product. (6) The product is: [F:1][C:2]1[CH:7]=[CH:6][C:5]([C:8]2[CH:12]=[C:11]([N:13]3[CH2:14][CH2:15][N:16]([C:25]([O:24][C:21]([CH3:23])([CH3:22])[CH3:20])=[O:26])[CH2:17][CH2:18]3)[N:10]([CH3:19])[N:9]=2)=[CH:4][CH:3]=1. Given the reactants [F:1][C:2]1[CH:7]=[CH:6][C:5]([C:8]2[CH:12]=[C:11]([N:13]3[CH2:18][CH2:17][NH:16][CH2:15][CH2:14]3)[N:10]([CH3:19])[N:9]=2)=[CH:4][CH:3]=1.[CH3:20][C:21]([O:24][C:25](O[C:25]([O:24][C:21]([CH3:23])([CH3:22])[CH3:20])=[O:26])=[O:26])([CH3:23])[CH3:22], predict the reaction product. (7) Given the reactants [CH3:1][CH2:2][N:3]([CH2:6][CH2:7][NH:8][C:9]([C:11]1[C:12]([CH3:29])=[C:13](/[CH:17]=[C:18]2/[C:19]3[CH:20]=[C:21]([F:28])[CH:22]=[CH:23][C:24]=3[NH:25][C:26]/2=[O:27])[NH:14][C:15]=1[CH3:16])=[O:10])[CH2:4][CH3:5].Cl.[OH-].[Na+], predict the reaction product. The product is: [CH3:1][CH2:2][N:3]([CH2:6][CH2:7][NH:8][C:9]([C:11]1[C:12]([CH3:29])=[C:13](/[CH:17]=[C:18]2/[C:19]3[CH:20]=[C:21]([F:28])[CH:22]=[CH:23][C:24]=3[NH:25][C:26]/2=[O:27])[NH:14][C:15]=1[CH3:16])=[O:10])[CH2:4][CH3:5]. (8) Given the reactants [CH3:1][O:2][C:3]1[CH:4]=[C:5]2[C:9](=[CH:10][CH:11]=1)[NH:8][CH:7]=[CH:6]2.[Br:12][C:13]1[CH:18]=[CH:17][C:16](F)=[CH:15][CH:14]=1.C1OCCOCCOCCOCCOCCOC1.[F-].[K+], predict the reaction product. The product is: [Br:12][C:13]1[CH:18]=[CH:17][C:16]([N:8]2[C:9]3[C:5](=[CH:4][C:3]([O:2][CH3:1])=[CH:11][CH:10]=3)[CH:6]=[CH:7]2)=[CH:15][CH:14]=1. (9) Given the reactants [CH3:1][S:2]([C:5]1[CH:10]=[CH:9][C:8]([N:11]2[CH:16]=[CH:15][C:14]([O:17][CH2:18][CH:19]3[CH2:24][CH2:23][N:22]([C:25]([O:27][C:28](C)([CH3:30])[CH3:29])=[O:26])[CH2:21][CH2:20]3)=[CH:13][C:12]2=[O:32])=[CH:7][CH:6]=1)(=[O:4])=[O:3].CS(C1C=CC(N2C=CC(OC3CCN(C(OC(C)(C)C)=O)CC3)=CC2=O)=CC=1)(=O)=O, predict the reaction product. The product is: [CH3:1][S:2]([C:5]1[CH:10]=[CH:9][C:8]([N:11]2[CH:16]=[CH:15][C:14]([O:17][CH2:18][CH:19]3[CH2:20][CH2:21][N:22]([C:25]([O:27][CH:28]([CH3:29])[CH3:30])=[O:26])[CH2:23][CH2:24]3)=[CH:13][C:12]2=[O:32])=[CH:7][CH:6]=1)(=[O:3])=[O:4]. (10) Given the reactants [O:1]1[CH2:6][CH2:5][N:4]([C:7]2[C:8]([N+:16]([O-:18])=[O:17])=[C:9]([CH:13]=[CH:14][CH:15]=2)[C:10]([OH:12])=[O:11])[CH2:3][CH2:2]1.[C:19](=O)([O-])[O-].[K+].[K+].CI, predict the reaction product. The product is: [O:1]1[CH2:6][CH2:5][N:4]([C:7]2[C:8]([N+:16]([O-:18])=[O:17])=[C:9]([CH:13]=[CH:14][CH:15]=2)[C:10]([O:12][CH3:19])=[O:11])[CH2:3][CH2:2]1.